This data is from Full USPTO retrosynthesis dataset with 1.9M reactions from patents (1976-2016). The task is: Predict the reactants needed to synthesize the given product. (1) Given the product [N:1]1[CH:2]=[CH:3][C:4]([C:7]2[C:11]3[CH2:12][NH:13][CH2:14][CH2:15][C:10]=3[O:9][N:8]=2)=[CH:5][CH:6]=1, predict the reactants needed to synthesize it. The reactants are: [N:1]1[CH:6]=[CH:5][C:4]([C:7]2[CH:11]3[CH2:12][N:13](C(=O)C)[CH2:14][CH2:15][C:10]3(N3CCCC3)[O:9][N:8]=2)=[CH:3][CH:2]=1.S(=O)(=O)(O)O.[OH-].[Na+]. (2) Given the product [Cl:20][C:13]1[C:14]([F:19])=[CH:15][CH:16]=[C:17]([Cl:18])[C:12]=1[CH:10]([O:9][C:4]1[C:5]([NH2:8])=[N:6][CH:7]=[C:2]([C:28]2[CH:27]=[N:26][N:25]([S:22]([CH3:21])(=[O:24])=[O:23])[CH:29]=2)[CH:3]=1)[CH3:11], predict the reactants needed to synthesize it. The reactants are: Br[C:2]1[CH:3]=[C:4]([O:9][C@@H:10]([C:12]2[C:17]([Cl:18])=[CH:16][CH:15]=[C:14]([F:19])[C:13]=2[Cl:20])[CH3:11])[C:5]([NH2:8])=[N:6][CH:7]=1.[CH3:21][S:22]([N:25]1[CH:29]=[C:28](B2OC(C)(C)C(C)(C)O2)[CH:27]=[N:26]1)(=[O:24])=[O:23].CC1(C)C(C)(C)OB(C2C=NNC=2)O1.CS(Cl)(=O)=O. (3) The reactants are: [N+:1]([C:4]1[CH:5]=[N:6][NH:7][CH:8]=1)([O-:3])=[O:2].Br[CH2:10][CH2:11][C:12]1[C:20]2[C:15](=[CH:16][CH:17]=[C:18]([O:21][CH3:22])[CH:19]=2)[NH:14][CH:13]=1.C([O-])([O-])=O.[Cs+].[Cs+].CC#N. Given the product [CH3:22][O:21][C:18]1[CH:19]=[C:20]2[C:15](=[CH:16][CH:17]=1)[NH:14][CH:13]=[C:12]2[CH2:11][CH2:10][N:6]1[CH:5]=[C:4]([N+:1]([O-:3])=[O:2])[CH:8]=[N:7]1, predict the reactants needed to synthesize it. (4) Given the product [Cl:1][C:2]1[CH:3]=[C:4]([CH:37]=[CH:38][CH:39]=1)[C:5]([NH:7][C:8]1[C:16]2[C:11](=[CH:12][CH:13]=[C:14]([NH:17][C:18]([NH:20][CH2:21][C:22]3[CH:27]=[C:26]([F:28])[CH:25]=[CH:24][C:23]=3[F:29])=[O:19])[CH:15]=2)[NH:10][N:9]=1)=[O:6], predict the reactants needed to synthesize it. The reactants are: [Cl:1][C:2]1[CH:3]=[C:4]([CH:37]=[CH:38][CH:39]=1)[C:5]([NH:7][C:8]1[C:16]2[C:11](=[CH:12][CH:13]=[C:14]([NH:17][C:18]([NH:20][CH2:21][C:22]3[CH:27]=[C:26]([F:28])[CH:25]=[CH:24][C:23]=3[F:29])=[O:19])[CH:15]=2)[N:10](C(OC(C)(C)C)=O)[N:9]=1)=[O:6].Cl.O1CCOCC1.